From a dataset of Catalyst prediction with 721,799 reactions and 888 catalyst types from USPTO. Predict which catalyst facilitates the given reaction. Reactant: [O:1]=[C:2]1[NH:7][C:6]2[CH:8]=[C:9](C=O)[CH:10]=[CH:11][C:5]=2[O:4][CH2:3]1.COC1C=C2C(N=CC(SCCN3CCC(N)CC3)=N2)=CC=1.C(O)(=O)C.C([BH3-])#N.[Na+]. Product: [O:4]1[C:5]2[CH:11]=[CH:10][CH:9]=[CH:8][C:6]=2[NH:7][C:2](=[O:1])[CH2:3]1. The catalyst class is: 525.